From a dataset of NCI-60 drug combinations with 297,098 pairs across 59 cell lines. Regression. Given two drug SMILES strings and cell line genomic features, predict the synergy score measuring deviation from expected non-interaction effect. (1) Drug 1: C1CC(=O)NC(=O)C1N2CC3=C(C2=O)C=CC=C3N. Drug 2: C1=CC=C(C(=C1)C(C2=CC=C(C=C2)Cl)C(Cl)Cl)Cl. Cell line: MDA-MB-231. Synergy scores: CSS=6.04, Synergy_ZIP=-0.581, Synergy_Bliss=2.10, Synergy_Loewe=2.89, Synergy_HSA=3.33. (2) Drug 1: C1=CC(=CC=C1CC(C(=O)O)N)N(CCCl)CCCl.Cl. Drug 2: CC12CCC3C(C1CCC2O)C(CC4=C3C=CC(=C4)O)CCCCCCCCCS(=O)CCCC(C(F)(F)F)(F)F. Cell line: SK-MEL-2. Synergy scores: CSS=1.01, Synergy_ZIP=-0.0556, Synergy_Bliss=1.20, Synergy_Loewe=-2.21, Synergy_HSA=-1.88. (3) Drug 1: CNC(=O)C1=CC=CC=C1SC2=CC3=C(C=C2)C(=NN3)C=CC4=CC=CC=N4. Drug 2: C1=CC(=CC=C1CC(C(=O)O)N)N(CCCl)CCCl.Cl. Cell line: SNB-19. Synergy scores: CSS=22.7, Synergy_ZIP=-1.47, Synergy_Bliss=7.54, Synergy_Loewe=2.96, Synergy_HSA=4.24. (4) Drug 1: CC12CCC3C(C1CCC2=O)CC(=C)C4=CC(=O)C=CC34C. Drug 2: CC1C(C(=O)NC(C(=O)N2CCCC2C(=O)N(CC(=O)N(C(C(=O)O1)C(C)C)C)C)C(C)C)NC(=O)C3=C4C(=C(C=C3)C)OC5=C(C(=O)C(=C(C5=N4)C(=O)NC6C(OC(=O)C(N(C(=O)CN(C(=O)C7CCCN7C(=O)C(NC6=O)C(C)C)C)C)C(C)C)C)N)C. Cell line: 786-0. Synergy scores: CSS=48.1, Synergy_ZIP=3.97, Synergy_Bliss=8.52, Synergy_Loewe=6.05, Synergy_HSA=7.66. (5) Synergy scores: CSS=1.41, Synergy_ZIP=0.718, Synergy_Bliss=1.41, Synergy_Loewe=-2.58, Synergy_HSA=-0.0647. Drug 2: COC1=C2C(=CC3=C1OC=C3)C=CC(=O)O2. Cell line: SNB-19. Drug 1: CNC(=O)C1=CC=CC=C1SC2=CC3=C(C=C2)C(=NN3)C=CC4=CC=CC=N4. (6) Drug 1: C1CC(CCC1OC2=C(C(=CC=C2)Cl)F)(CC3=NC(=CC=C3)NC4=NC=CS4)C(=O)O. Drug 2: C1CC(CNC1)C2=CC=C(C=C2)N3C=C4C=CC=C(C4=N3)C(=O)N. Cell line: NCI-H460. Synergy scores: CSS=25.4, Synergy_ZIP=-1.94, Synergy_Bliss=-1.31, Synergy_Loewe=-2.66, Synergy_HSA=2.54. (7) Drug 1: CC1=C2C(C(=O)C3(C(CC4C(C3C(C(C2(C)C)(CC1OC(=O)C(C(C5=CC=CC=C5)NC(=O)C6=CC=CC=C6)O)O)OC(=O)C7=CC=CC=C7)(CO4)OC(=O)C)O)C)OC(=O)C. Drug 2: C1CC(=O)NC(=O)C1N2C(=O)C3=CC=CC=C3C2=O. Cell line: KM12. Synergy scores: CSS=58.6, Synergy_ZIP=-1.60, Synergy_Bliss=-6.14, Synergy_Loewe=-58.9, Synergy_HSA=-6.65. (8) Drug 1: CC(CN1CC(=O)NC(=O)C1)N2CC(=O)NC(=O)C2. Drug 2: CN1C2=C(C=C(C=C2)N(CCCl)CCCl)N=C1CCCC(=O)O.Cl. Cell line: UACC-257. Synergy scores: CSS=8.67, Synergy_ZIP=2.81, Synergy_Bliss=6.13, Synergy_Loewe=0.406, Synergy_HSA=2.66.